From a dataset of NCI-60 drug combinations with 297,098 pairs across 59 cell lines. Regression. Given two drug SMILES strings and cell line genomic features, predict the synergy score measuring deviation from expected non-interaction effect. (1) Drug 2: C1C(C(OC1N2C=NC(=NC2=O)N)CO)O. Cell line: HT29. Synergy scores: CSS=12.2, Synergy_ZIP=-2.84, Synergy_Bliss=-2.09, Synergy_Loewe=0.926, Synergy_HSA=0.776. Drug 1: CC(C)(C#N)C1=CC(=CC(=C1)CN2C=NC=N2)C(C)(C)C#N. (2) Drug 1: CC1=C(C(CCC1)(C)C)C=CC(=CC=CC(=CC(=O)O)C)C. Drug 2: CC1=C(C(=CC=C1)Cl)NC(=O)C2=CN=C(S2)NC3=CC(=NC(=N3)C)N4CCN(CC4)CCO. Cell line: RXF 393. Synergy scores: CSS=8.51, Synergy_ZIP=0.927, Synergy_Bliss=7.72, Synergy_Loewe=1.90, Synergy_HSA=4.66. (3) Cell line: IGROV1. Drug 2: C(CC(=O)O)C(=O)CN.Cl. Synergy scores: CSS=11.1, Synergy_ZIP=-0.328, Synergy_Bliss=0.903, Synergy_Loewe=-28.0, Synergy_HSA=1.28. Drug 1: CC1C(C(CC(O1)OC2CC(OC(C2O)C)OC3=CC4=CC5=C(C(=O)C(C(C5)C(C(=O)C(C(C)O)O)OC)OC6CC(C(C(O6)C)O)OC7CC(C(C(O7)C)O)OC8CC(C(C(O8)C)O)(C)O)C(=C4C(=C3C)O)O)O)O. (4) Drug 1: CCCS(=O)(=O)NC1=C(C(=C(C=C1)F)C(=O)C2=CNC3=C2C=C(C=N3)C4=CC=C(C=C4)Cl)F. Drug 2: C(CN)CNCCSP(=O)(O)O. Cell line: BT-549. Synergy scores: CSS=-5.81, Synergy_ZIP=0.393, Synergy_Bliss=-5.92, Synergy_Loewe=-7.69, Synergy_HSA=-8.23.